From a dataset of Full USPTO retrosynthesis dataset with 1.9M reactions from patents (1976-2016). Predict the reactants needed to synthesize the given product. (1) Given the product [NH2:25][C:14]1[N:13]=[C:12]([N:8]2[CH:7]([CH3:26])[CH2:6][C:5]3[C:10](=[CH:11][C:2]([C:35]4[CH:36]=[N:37][N:38]([CH2:40][C:41]([NH2:43])=[O:42])[CH:39]=4)=[CH:3][CH:4]=3)[CH2:9]2)[CH:17]=[C:16]([N:18]2[CH2:23][CH2:22][N:21]([CH3:24])[CH2:20][CH2:19]2)[N:15]=1, predict the reactants needed to synthesize it. The reactants are: Br[C:2]1[CH:11]=[C:10]2[C:5]([CH2:6][CH:7]([CH3:26])[N:8]([C:12]3[CH:17]=[C:16]([N:18]4[CH2:23][CH2:22][N:21]([CH3:24])[CH2:20][CH2:19]4)[N:15]=[C:14]([NH2:25])[N:13]=3)[CH2:9]2)=[CH:4][CH:3]=1.CC1(C)C(C)(C)OB([C:35]2[CH:36]=[N:37][N:38]([CH2:40][C:41]([NH2:43])=[O:42])[CH:39]=2)O1.C(=O)(O)[O-].[Na+]. (2) The reactants are: [NH2:1][C:2]1[CH:7]=[C:6](Cl)[N:5]=[C:4]([C:9]([O:11][CH3:12])=[O:10])[C:3]=1[Cl:13].N1C=CC=[CH:16][C:15]=1[C:20](O)=O.C(B1OC(C)(C)C(C)(C)O1)(C)=C.[F-].[K+]. Given the product [NH2:1][C:2]1[CH:7]=[C:6]([C:15]([CH3:20])=[CH2:16])[N:5]=[C:4]([C:9]([O:11][CH3:12])=[O:10])[C:3]=1[Cl:13], predict the reactants needed to synthesize it. (3) Given the product [Cl:1][C:2]1[CH:3]=[C:4]([NH:15][C:16]2[C:25]3[C:20](=[CH:21][CH:22]=[CH:23][C:24]=3[O:26][CH2:27][C@H:28]3[CH2:32][CH2:31][CH2:30][N:29]3[C:33](=[O:36])[CH2:34][OH:35])[N:19]=[CH:18][N:17]=2)[CH:5]=[CH:6][C:7]=1[O:8][CH2:9][C:41]1[S:37][CH:38]=[N:39][CH:40]=1, predict the reactants needed to synthesize it. The reactants are: [Cl:1][C:2]1[CH:3]=[C:4]([NH:15][C:16]2[C:25]3[C:20](=[CH:21][CH:22]=[CH:23][C:24]=3[O:26][CH2:27][C@H:28]3[CH2:32][CH2:31][CH2:30][N:29]3[C:33](=[O:36])[CH2:34][OH:35])[N:19]=[CH:18][N:17]=2)[CH:5]=[CH:6][C:7]=1[O:8][CH2:9]C1N=CSC=1.[S:37]1[C:41](CO)=[CH:40][N:39]=[CH:38]1. (4) Given the product [N:8]1([C:6]([O:5][C:1]([CH3:4])([CH3:2])[CH3:3])=[O:7])[CH2:12][CH2:11][CH2:10][C@H:9]1[C:13]([O:15][CH2:26][C:27]([C:29]1[CH:34]=[CH:33][C:32]([F:35])=[CH:31][CH:30]=1)=[O:28])=[O:14], predict the reactants needed to synthesize it. The reactants are: [C:1]([O:5][C:6]([N:8]1[CH2:12][CH2:11][CH2:10][C@H:9]1[C:13]([OH:15])=[O:14])=[O:7])([CH3:4])([CH3:3])[CH3:2].CCN(C(C)C)C(C)C.Br[CH2:26][C:27]([C:29]1[CH:34]=[CH:33][C:32]([F:35])=[CH:31][CH:30]=1)=[O:28]. (5) Given the product [Cl:39][C:36]1[CH:35]=[CH:34][C:33]([C:18]2([CH2:21][N:22]3[C:23](=[O:32])[C:24]4[C:29](=[CH:28][CH:27]=[CH:26][CH:25]=4)[C:30]3=[O:31])[CH2:17][CH2:16][N:15]([C:7]3[C:6]([C:4]([OH:5])=[O:3])=[CH:11][N:10]=[C:9]4[NH:12][CH:13]=[CH:14][C:8]=34)[CH2:20][CH2:19]2)=[CH:38][CH:37]=1, predict the reactants needed to synthesize it. The reactants are: C([O:3][C:4]([C:6]1[C:7]([N:15]2[CH2:20][CH2:19][C:18]([C:33]3[CH:38]=[CH:37][C:36]([Cl:39])=[CH:35][CH:34]=3)([CH2:21][N:22]3[C:30](=[O:31])[C:29]4[C:24](=[CH:25][CH:26]=[CH:27][CH:28]=4)[C:23]3=[O:32])[CH2:17][CH2:16]2)=[C:8]2[CH:14]=[CH:13][NH:12][C:9]2=[N:10][CH:11]=1)=[O:5])C.Cl. (6) Given the product [OH:28][N:27]=[CH:26][C:22]1[CH:21]=[C:20]([CH:25]=[CH:24][CH:23]=1)[CH2:19][NH:18][C:16](=[O:17])[CH2:15][CH2:14][C:13]([OH:29])=[O:12], predict the reactants needed to synthesize it. The reactants are: FC(F)(F)C(O)=O.C([O:12][C:13](=[O:29])[CH2:14][CH2:15][C:16]([NH:18][CH2:19][C:20]1[CH:25]=[CH:24][CH:23]=[C:22]([CH:26]=[N:27][OH:28])[CH:21]=1)=[O:17])(C)(C)C. (7) Given the product [C:13]([C:6]1[CH:7]=[C:2]([CH3:1])[CH:3]=[CH:4][N:5]=1)#[N:14], predict the reactants needed to synthesize it. The reactants are: [CH3:1][C:2]1[CH:7]=[CH:6][N+:5]([O-])=[CH:4][CH:3]=1.C[Si]([C:13]#[N:14])(C)C.CN(C)C(Cl)=O.